This data is from Forward reaction prediction with 1.9M reactions from USPTO patents (1976-2016). The task is: Predict the product of the given reaction. (1) Given the reactants [H-].[Na+].[C:3]([O:7][C:8]([N:10]1[CH2:15][CH2:14][N:13]([C:16]2[CH:17]=[C:18]3[C:22](=[CH:23][CH:24]=2)[NH:21][N:20]=[CH:19]3)[CH2:12][CH2:11]1)=[O:9])([CH3:6])([CH3:5])[CH3:4].[CH3:25]I, predict the reaction product. The product is: [C:3]([O:7][C:8]([N:10]1[CH2:11][CH2:12][N:13]([C:16]2[CH:17]=[C:18]3[C:22](=[CH:23][CH:24]=2)[N:21]([CH3:25])[N:20]=[CH:19]3)[CH2:14][CH2:15]1)=[O:9])([CH3:6])([CH3:4])[CH3:5]. (2) Given the reactants [Cl:1][C:2]1[C:6]([NH2:7])=[CH:5][N:4]([C:8]2[CH:9]=[N:10][CH:11]=[CH:12][CH:13]=2)[N:3]=1.[C:14](OCC)(=[O:16])[CH3:15].C(=O)(O)[O-].[Na+].C(OC(=O)C)(=O)C, predict the reaction product. The product is: [Cl:1][C:2]1[C:6]([NH:7][C:14](=[O:16])[CH3:15])=[CH:5][N:4]([C:8]2[CH:9]=[N:10][CH:11]=[CH:12][CH:13]=2)[N:3]=1.